From a dataset of Full USPTO retrosynthesis dataset with 1.9M reactions from patents (1976-2016). Predict the reactants needed to synthesize the given product. (1) Given the product [CH3:28][N:29]([CH3:33])[CH2:30][C:31]#[C:32][C:9]1[CH:18]=[CH:17][C:16]2[NH:15][C:14](=[O:19])[C:13]3[NH:20][CH:21]=[CH:22][C:12]=3[C:11]=2[CH:10]=1.[CH2:23]([C:25]([O-:27])=[O:26])[CH3:24], predict the reactants needed to synthesize it. The reactants are: C(N(CC)CC)C.I[C:9]1[CH:18]=[CH:17][C:16]2[NH:15][C:14](=[O:19])[C:13]3[NH:20][CH:21]=[CH:22][C:12]=3[C:11]=2[CH:10]=1.[CH2:23]([C:25]([O-:27])=[O:26])[CH3:24].[CH3:28][N:29]([CH3:33])[CH2:30][C:31]#[CH:32]. (2) Given the product [Cl:42][C:39]1[CH:40]=[CH:41][C:36]([C@H:32]([C:33]([N:20]2[CH2:19][CH2:18][N:17]([C:9]3[C:8]([C:4]4[CH:5]=[CH:6][CH:7]=[C:2]([F:1])[CH:3]=4)=[CH:13][N:12]=[C:11]4[NH:14][CH:15]=[CH:16][C:10]=34)[CH2:22][CH2:21]2)=[O:34])[CH2:31][N:30]([CH:43]([CH3:44])[CH3:45])[C:28](=[O:29])[O:27][C:23]([CH3:25])([CH3:24])[CH3:26])=[CH:37][CH:38]=1, predict the reactants needed to synthesize it. The reactants are: [F:1][C:2]1[CH:3]=[C:4]([C:8]2[C:9]([N:17]3[CH2:22][CH2:21][NH:20][CH2:19][CH2:18]3)=[C:10]3[CH:16]=[CH:15][NH:14][C:11]3=[N:12][CH:13]=2)[CH:5]=[CH:6][CH:7]=1.[C:23]([O:27][C:28]([N:30]([CH:43]([CH3:45])[CH3:44])[CH2:31][C@H:32]([C:36]1[CH:41]=[CH:40][C:39]([Cl:42])=[CH:38][CH:37]=1)[C:33](O)=[O:34])=[O:29])([CH3:26])([CH3:25])[CH3:24].C1C=CC2N(O)N=NC=2C=1.O.CCN=C=NCCCN(C)C.CCN(C(C)C)C(C)C. (3) Given the product [CH:29]([Cl:28])([Cl:31])[Cl:30].[CH3:1][OH:2].[NH3:7].[CH3:25][OH:27].[C:25]([N:10]1[CH2:11][CH2:12][CH:8]([NH2:7])[CH2:9]1)(=[O:27])[CH3:26], predict the reactants needed to synthesize it. The reactants are: [CH3:1][O:2]C1C=C(C=CC=1OC)C=[N:7][CH:8]1[CH2:12][CH2:11][NH:10][CH2:9]1.C(N(CC)CC)C.[C:25]([Cl:28])(=[O:27])[CH3:26].[CH2:29]([Cl:31])[Cl:30]. (4) Given the product [Cl:1][C:2]1[CH:3]=[C:4]([NH:16][C:17]2[C:26]3[C:21](=[CH:22][CH:23]=[CH:24][C:25]=3[O:27][CH2:28][CH2:29][N:30]([CH3:31])[C:42](=[O:43])[O:44][CH3:45])[N:20]=[CH:19][N:18]=2)[CH:5]=[CH:6][C:7]=1[O:8][CH2:9][C:10]1[CH:15]=[CH:14][CH:13]=[CH:12][N:11]=1, predict the reactants needed to synthesize it. The reactants are: [Cl:1][C:2]1[CH:3]=[C:4]([NH:16][C:17]2[C:26]3[C:21](=[CH:22][CH:23]=[CH:24][C:25]=3[O:27][CH2:28][CH2:29][NH:30][CH3:31])[N:20]=[CH:19][N:18]=2)[CH:5]=[CH:6][C:7]=1[O:8][CH2:9][C:10]1[CH:15]=[CH:14][CH:13]=[CH:12][N:11]=1.CCN(C(C)C)C(C)C.Cl[C:42]([O:44][CH3:45])=[O:43]. (5) Given the product [N+:8]([C:11]1[C:12]([NH:37][CH:38]2[CH2:39][CH2:40][O:41][CH2:42][CH2:43]2)=[N:13][C:14]([N:17]2[C:18]3[CH:23]=[C:22]([O:24][C:25]([F:28])([F:26])[F:27])[CH:21]=[CH:20][C:19]=3[N:29]=[CH:30]2)=[N:15][CH:16]=1)([O-:10])=[O:9], predict the reactants needed to synthesize it. The reactants are: C(O)(C(F)(F)F)=O.[N+:8]([C:11]1[C:12]([NH:37][CH:38]2[CH2:43][CH2:42][O:41][CH2:40][CH2:39]2)=[N:13][C:14]([NH:17][C:18]2[CH:23]=[C:22]([O:24][C:25]([F:28])([F:27])[F:26])[CH:21]=[CH:20][C:19]=2[NH:29][C:30](=O)OC(C)(C)C)=[N:15][CH:16]=1)([O-:10])=[O:9]. (6) Given the product [F:6][C:7]1[C:8]([C:14]([F:15])([F:16])[F:17])=[CH:9][C:10]([OH:13])=[C:11]([I:18])[CH:12]=1, predict the reactants needed to synthesize it. The reactants are: S(=O)(=O)(O)O.[F:6][C:7]1[CH:12]=[CH:11][C:10]([OH:13])=[CH:9][C:8]=1[C:14]([F:17])([F:16])[F:15].[I:18]N1C(=O)CCC1=O.S([O-])([O-])(=O)=S.[Na+].[Na+].